This data is from Reaction yield outcomes from USPTO patents with 853,638 reactions. The task is: Predict the reaction yield, written as a fraction of the theoretical maximum amount of product (1.0 means a 100% yield; for example, 0.34 means a 34% yield). (1) The catalyst is ClCCl. The product is [Cl:1][C:2]1[CH:3]=[C:4]([C@@H:8]([C:9]2[CH:17]=[CH:16][CH:15]=[C:11]([C:12]([NH:35][CH2:36][C@@H:37]([N:45]([C:46]([O:47][C:48]([CH3:51])([CH3:50])[CH3:49])=[O:52])[CH3:53])[CH2:38][C@H:39]3[CH2:44][CH2:43][CH2:42][O:41][CH2:40]3)=[O:14])[CH:10]=2)[O:18][CH2:19][CH2:20][NH:21][C:22](=[O:23])[O:24][CH3:25])[CH:5]=[CH:6][CH:7]=1. The reactants are [Cl:1][C:2]1[CH:3]=[C:4]([C@H:8]([O:18][CH2:19][CH2:20][NH:21][C:22]([O:24][CH3:25])=[O:23])[C:9]2[CH:10]=[C:11]([CH:15]=[CH:16][CH:17]=2)[C:12]([OH:14])=O)[CH:5]=[CH:6][CH:7]=1.C(N(CC)C(C)C)(C)C.[NH2:35][CH2:36][C@@H:37]([N:45]([CH3:53])[C:46](=[O:52])[O:47][C:48]([CH3:51])([CH3:50])[CH3:49])[CH2:38][C@H:39]1[CH2:44][CH2:43][CH2:42][O:41][CH2:40]1.C1CN([P+](ON2N=NC3C=CC=CC2=3)(N2CCCC2)N2CCCC2)CC1.F[P-](F)(F)(F)(F)F. The yield is 1.01. (2) The reactants are C(O)C[CH2:3][CH2:4][OH:5].C([O-])(=O)CCCCCCCCCCC.C([O-])(=O)CCCCCCCCCCC.C([Sn+2]CCCC)CCC.C1C(CC2C=CC([N:57]=[C:58]=[O:59])=CC=2)=CC=C([N:60]=[C:61]=[O:62])C=1.CCCCO[C@H](CO)CC.C[N:74]1CCCC1=O. The catalyst is CO.C(OCC)C. The product is [NH2:57][C:58]([O:5][CH2:4][CH3:3])=[O:59].[NH2:74][C:61]([NH2:60])=[O:62]. The yield is 0.772.